From a dataset of Forward reaction prediction with 1.9M reactions from USPTO patents (1976-2016). Predict the product of the given reaction. Given the reactants Br[C:2]1[CH:7]=[CH:6][C:5]([C:8]2[O:9][C:10]([CH3:20])=[C:11]([CH2:13][CH2:14]OS(C)(=O)=O)[N:12]=2)=[CH:4][CH:3]=1.CC1O[C:25]([C:27]2[CH:32]=[CH:31][C:30](B3OC(C)(C)C(C)(C)O3)=CC=2)=[N:24]C=1CCO.[CH3:45][S:46]([C:49]1[CH:54]=[CH:53][C:52](I)=[CH:51][N:50]=1)(=[O:48])=[O:47], predict the reaction product. The product is: [CH3:45][S:46]([C:49]1[CH:54]=[CH:53][C:52]([C:2]2[CH:3]=[CH:4][C:5]([C:8]3[O:9][C:10]([CH3:20])=[C:11]([CH2:13][CH2:14][N:24]4[CH2:25][CH2:27][CH2:32][C@H:31]4[CH3:30])[N:12]=3)=[CH:6][CH:7]=2)=[CH:51][N:50]=1)(=[O:48])=[O:47].